From a dataset of Peptide-MHC class I binding affinity with 185,985 pairs from IEDB/IMGT. Regression. Given a peptide amino acid sequence and an MHC pseudo amino acid sequence, predict their binding affinity value. This is MHC class I binding data. (1) The peptide sequence is KTDFSNIRA. The MHC is HLA-A30:01 with pseudo-sequence HLA-A30:01. The binding affinity (normalized) is 0.506. (2) The peptide sequence is PYLQLQPFL. The MHC is HLA-A01:01 with pseudo-sequence HLA-A01:01. The binding affinity (normalized) is 0.0875.